From a dataset of Catalyst prediction with 721,799 reactions and 888 catalyst types from USPTO. Predict which catalyst facilitates the given reaction. (1) Reactant: [F:1][C:2]1[C:3]([O:35][CH2:36][O:37][CH2:38][CH2:39][Si:40]([CH3:43])([CH3:42])[CH3:41])=[CH:4][C:5]([CH2:30][C:31]([F:34])([F:33])[F:32])=[C:6]([C:8]2[N+:13]([O-])=[CH:12][C:11]3[C:15]([C:26]([NH:28][CH3:29])=[O:27])=[N:16][N:17]([CH2:18][O:19][CH2:20][CH2:21][Si:22]([CH3:25])([CH3:24])[CH3:23])[C:10]=3[CH:9]=2)[CH:7]=1.C[N:45]([C:56]1[CH:61]=[CH:60][CH:59]=[CH:58][C:57]=1[CH2:62]NC(OC1C=CC([N+]([O-])=O)=CC=1)=O)[C:46](=[O:55])[O:47][CH2:48][C:49]1[CH:54]=[CH:53][CH:52]=[CH:51][CH:50]=1.[CH2:76]([N:78](CC)CC)C. Product: [F:1][C:2]1[C:3]([O:35][CH2:36][O:37][CH2:38][CH2:39][Si:40]([CH3:43])([CH3:42])[CH3:41])=[CH:4][C:5]([CH2:30][C:31]([F:34])([F:33])[F:32])=[C:6]([C:8]2[N:13]=[C:12]([NH:78][CH2:76][C:62]3[CH:57]=[CH:58][CH:59]=[CH:60][C:61]=3[CH2:56][NH:45][C:46](=[O:55])[O:47][CH2:48][C:49]3[CH:50]=[CH:51][CH:52]=[CH:53][CH:54]=3)[C:11]3[C:15]([C:26](=[O:27])[NH:28][CH3:29])=[N:16][N:17]([CH2:18][O:19][CH2:20][CH2:21][Si:22]([CH3:25])([CH3:24])[CH3:23])[C:10]=3[CH:9]=2)[CH:7]=1. The catalyst class is: 3. (2) Reactant: [NH2:1][C@H:2]([CH2:32][C:33]1[C:41]2[C:36](=[CH:37][CH:38]=[CH:39][CH:40]=2)[NH:35][CH:34]=1)[C:3]([N:5]1[CH2:10][CH2:9][CH:8]([N:11]2[N:20]=[C:19]([C:21]3[CH:26]=[CH:25][C:24]([O:27][CH3:28])=[C:23]([O:29][CH3:30])[CH:22]=3)[C@H:18]3[C@H:13]([CH2:14][CH2:15][CH2:16][CH2:17]3)[C:12]2=[O:31])[CH2:7][CH2:6]1)=[O:4].[CH:42]1([CH2:45][O:46][C:47]2[CH:55]=[CH:54][C:50]3[O:51][CH2:52][O:53][C:49]=3[C:48]=2[C:56]2[C:57]3[NH:64][CH:63]=[C:62]([C:65](O)=[O:66])[C:58]=3[N:59]=[CH:60][N:61]=2)[CH2:44][CH2:43]1.C(Cl)CCl.C1C=CC2N(O)N=NC=2C=1. Product: [CH:42]1([CH2:45][O:46][C:47]2[CH:55]=[CH:54][C:50]3[O:51][CH2:52][O:53][C:49]=3[C:48]=2[C:56]2[C:57]3[NH:64][CH:63]=[C:62]([C:65]([NH:1][C@H:2]([CH2:32][C:33]4[C:41]5[C:36](=[CH:37][CH:38]=[CH:39][CH:40]=5)[NH:35][CH:34]=4)[C:3]([N:5]4[CH2:6][CH2:7][CH:8]([N:11]5[N:20]=[C:19]([C:21]6[CH:26]=[CH:25][C:24]([O:27][CH3:28])=[C:23]([O:29][CH3:30])[CH:22]=6)[C@@H:18]6[C@@H:13]([CH2:14][CH2:15][CH2:16][CH2:17]6)[C:12]5=[O:31])[CH2:9][CH2:10]4)=[O:4])=[O:66])[C:58]=3[N:59]=[CH:60][N:61]=2)[CH2:43][CH2:44]1. The catalyst class is: 18. (3) Reactant: [N:1]1([C:7]2[C:8]([C:13]#[N:14])=[N:9][CH:10]=[CH:11][CH:12]=2)[CH2:6][CH2:5][O:4][CH2:3][CH2:2]1.N. Product: [N:1]1([C:7]2[C:8]([CH2:13][NH2:14])=[N:9][CH:10]=[CH:11][CH:12]=2)[CH2:2][CH2:3][O:4][CH2:5][CH2:6]1. The catalyst class is: 94. (4) Reactant: N[C:2]1[CH:24]=[CH:23][C:5]([CH2:6][N:7]2[C:16](=[O:17])[C:15]3=[CH:18][CH:19]=[C:20]([OH:21])[C:13]4[C:14]3=[C:9]([CH:10]=[CH:11][N:12]=4)[C:8]2=[O:22])=[CH:4][CH:3]=1.[B-](F)(F)(F)[F:26].N#[O+]. Product: [F:26][C:2]1[CH:24]=[CH:23][C:5]([CH2:6][N:7]2[C:16](=[O:17])[C:15]3=[CH:18][CH:19]=[C:20]([OH:21])[C:13]4[C:14]3=[C:9]([CH:10]=[CH:11][N:12]=4)[C:8]2=[O:22])=[CH:4][CH:3]=1. The catalyst class is: 10. (5) Reactant: [C:1]([O:5][C:6]([NH:8][CH2:9][C:10]1([C:16]([O:18]CC)=[O:17])[CH2:15][CH2:14][O:13][CH2:12][CH2:11]1)=[O:7])([CH3:4])([CH3:3])[CH3:2].[OH-].[Na+]. Product: [C:1]([O:5][C:6]([NH:8][CH2:9][C:10]1([C:16]([OH:18])=[O:17])[CH2:11][CH2:12][O:13][CH2:14][CH2:15]1)=[O:7])([CH3:4])([CH3:2])[CH3:3]. The catalyst class is: 5. (6) Reactant: [NH2:1][C:2]1[NH:3][C:4](=[O:28])[C:5]2[N:6]=[CH:7][N:8]([CH:11]3[CH2:15][CH:14]([Si](C)(C)C4C=CC=CC=4)[CH:13]([CH2:25][OH:26])[C:12]3=[CH2:27])[C:9]=2[N:10]=1.C(O)(=[O:31])C. Product: [NH2:1][C:2]1[NH:3][C:4](=[O:28])[C:5]2[N:6]=[CH:7][N:8]([CH:11]3[CH2:15][CH:14]([OH:31])[CH:13]([CH2:25][OH:26])[C:12]3=[CH2:27])[C:9]=2[N:10]=1. The catalyst class is: 5. (7) Reactant: C1N=CN([C:6](N2C=NC=C2)=[O:7])C=1.[NH:13]1[CH2:18][CH2:17][CH2:16][CH2:15][CH:14]1[CH2:19][NH2:20]. Product: [CH2:19]1[CH:14]2[CH2:15][CH2:16][CH2:17][CH2:18][N:13]2[C:6](=[O:7])[NH:20]1. The catalyst class is: 2.